Dataset: Full USPTO retrosynthesis dataset with 1.9M reactions from patents (1976-2016). Task: Predict the reactants needed to synthesize the given product. (1) Given the product [Cl:1][C:2]1[CH:3]=[CH:4][C:5]([CH2:6][NH:7][C:8]([C:10]2[C:11](=[O:23])[C:12]3[C:19]([CH3:20])=[C:18]([CH2:21][O:34][CH2:33][C@@H:32]([OH:35])[C:26]4[CH:31]=[CH:30][CH:29]=[CH:28][CH:27]=4)[S:17][C:13]=3[N:14]([CH3:16])[CH:15]=2)=[O:9])=[CH:24][CH:25]=1, predict the reactants needed to synthesize it. The reactants are: [Cl:1][C:2]1[CH:25]=[CH:24][C:5]([CH2:6][NH:7][C:8]([C:10]2[C:11](=[O:23])[C:12]3[C:19]([CH3:20])=[C:18]([CH2:21]Cl)[S:17][C:13]=3[N:14]([CH3:16])[CH:15]=2)=[O:9])=[CH:4][CH:3]=1.[C:26]1([C@H:32]([OH:35])[CH2:33][OH:34])[CH:31]=[CH:30][CH:29]=[CH:28][CH:27]=1. (2) Given the product [OH:27][C:21]1([C:22]([O:24][CH2:25][CH3:26])=[O:23])[CH2:15][C:14]2[C:9](=[N:10][CH:11]=[CH:12][CH:13]=2)[N:8]1[C:6]([O:5][C:1]([CH3:4])([CH3:3])[CH3:2])=[O:7], predict the reactants needed to synthesize it. The reactants are: [C:1]([O:5][C:6]([NH:8][C:9]1[C:14]([CH3:15])=[CH:13][CH:12]=[CH:11][N:10]=1)=[O:7])([CH3:4])([CH3:3])[CH3:2].C([Li])CCC.[C:21](OCC)(=[O:27])[C:22]([O:24][CH2:25][CH3:26])=[O:23]. (3) Given the product [CH3:1][S:2]([N:5]1[C:9]2=[N:10][CH:11]=[CH:12][CH:13]=[C:8]2[C:7](=[O:24])[CH2:6]1)(=[O:4])=[O:3], predict the reactants needed to synthesize it. The reactants are: [CH3:1][S:2]([N:5]1[C:9]2=[N:10][CH:11]=[CH:12][CH:13]=[C:8]2[C:7](C=O)=[CH:6]1)(=[O:4])=[O:3].ClC1C=CC=C(C(OO)=[O:24])C=1. (4) The reactants are: [CH:1]1([N:7]2[CH2:13][C:12]([F:15])([F:14])[C:11](=[O:16])[N:10]([CH3:17])[C:9]3[CH:18]=[N:19][C:20]([NH:22][C:23]4[CH:31]=[CH:30][C:26]([C:27](O)=[O:28])=[CH:25][C:24]=4[O:32][CH3:33])=[N:21][C:8]2=3)[CH2:6][CH2:5][CH2:4][CH2:3][CH2:2]1.CN(C(ON1N=NC2C=CC=NC1=2)=[N+](C)C)C.F[P-](F)(F)(F)(F)F.[N:58]1([NH2:64])[CH2:63][CH2:62][O:61][CH2:60][CH2:59]1. Given the product [CH:1]1([N:7]2[CH2:13][C:12]([F:15])([F:14])[C:11](=[O:16])[N:10]([CH3:17])[C:9]3[CH:18]=[N:19][C:20]([NH:22][C:23]4[CH:31]=[CH:30][C:26]([C:27]([NH:64][N:58]5[CH2:63][CH2:62][O:61][CH2:60][CH2:59]5)=[O:28])=[CH:25][C:24]=4[O:32][CH3:33])=[N:21][C:8]2=3)[CH2:2][CH2:3][CH2:4][CH2:5][CH2:6]1, predict the reactants needed to synthesize it.